Task: Predict the reaction yield, written as a fraction of the theoretical maximum amount of product (1.0 means a 100% yield; for example, 0.34 means a 34% yield).. Dataset: Reaction yield outcomes from USPTO patents with 853,638 reactions (1) The reactants are N1C=CC=CC=1.[CH3:7][O:8][C:9](=[O:28])[CH:10]([C:21]1[CH:26]=[CH:25][C:24]([F:27])=[CH:23][CH:22]=1)[CH:11]([C:13]1[CH:18]=[CH:17][N:16]=[C:15]([S:19][CH3:20])[N:14]=1)[OH:12]. The catalyst is C(Cl)Cl.CCOCC.[Cr]. The product is [CH3:7][O:8][C:9](=[O:28])[CH:10]([C:21]1[CH:22]=[CH:23][C:24]([F:27])=[CH:25][CH:26]=1)[C:11]([C:13]1[CH:18]=[CH:17][N:16]=[C:15]([S:19][CH3:20])[N:14]=1)=[O:12]. The yield is 0.430. (2) The reactants are [NH2:1][C:2]1[CH:3]=[C:4]([CH:19]=[CH:20][CH:21]=1)[O:5][C:6]1[C:15]2[C:10](=[CH:11][C:12]([O:17][CH3:18])=[C:13]([OH:16])[CH:14]=2)[N:9]=[CH:8][N:7]=1.[C:22]([C:26]1[O:30][N:29]=[C:28]([NH:31][C:32](=O)[O:33]C2C=CC=CC=2)[CH:27]=1)([CH3:25])([CH3:24])[CH3:23]. The catalyst is CN(C=O)C. The product is [C:22]([C:26]1[O:30][N:29]=[C:28]([NH:31][C:32]([NH:1][C:2]2[CH:21]=[CH:20][CH:19]=[C:4]([O:5][C:6]3[C:15]4[C:10](=[CH:11][C:12]([O:17][CH3:18])=[C:13]([OH:16])[CH:14]=4)[N:9]=[CH:8][N:7]=3)[CH:3]=2)=[O:33])[CH:27]=1)([CH3:25])([CH3:23])[CH3:24]. The yield is 0.875. (3) The reactants are [Cl:1][C:2]1[C:7]([Cl:8])=[CH:6][CH:5]=[CH:4][C:3]=1[N:9]=[C:10]=[S:11].[CH3:12][O:13][C:14]1[CH:19]=[CH:18][C:17]([N:20]2[C:24]([C:25]#[N:26])=[CH:23][C:22]([CH3:27])=[N:21]2)=[CH:16][CH:15]=1. No catalyst specified. The product is [Cl:1][C:2]1[C:7]([Cl:8])=[CH:6][CH:5]=[CH:4][C:3]=1[NH:9][C:10]([NH:26][CH2:25][C:24]1[N:20]([C:17]2[CH:18]=[CH:19][C:14]([O:13][CH3:12])=[CH:15][CH:16]=2)[N:21]=[C:22]([CH3:27])[CH:23]=1)=[S:11]. The yield is 0.760. (4) The reactants are Cl[C:2]([O:4][CH3:5])=[O:3].[C:6]([C:8]1[CH:9]=[C:10]([NH:14][C:15]([C:17]2[CH:18]=[C:19]([C:24]3[CH:29]=[CH:28][C:27]([F:30])=[CH:26][C:25]=3[F:31])[CH:20]=[CH:21]C=2O)=[O:16])[CH:11]=[CH:12][CH:13]=1)#[N:7]. The catalyst is O1CCCC1.N1C=CC=CC=1. The product is [F:31][C:25]1[CH:26]=[C:27]([F:30])[CH:28]=[CH:29][C:24]=1[C:19]1[CH:20]=[CH:21][C:5]2[O:4][C:2](=[O:3])[N:14]([C:10]3[CH:9]=[C:8]([CH:13]=[CH:12][CH:11]=3)[C:6]#[N:7])[C:15](=[O:16])[C:17]=2[CH:18]=1. The yield is 0.490. (5) The reactants are [C:1]([O:5][C:6](=[O:18])[NH:7][CH2:8][C:9]1[CH:14]=[CH:13][C:12]([N+:15]([O-])=O)=[CH:11][CH:10]=1)([CH3:4])([CH3:3])[CH3:2].C([O-])=O.[NH4+].O. The catalyst is [Fe].C1(C)C=CC=CC=1. The product is [C:1]([O:5][C:6](=[O:18])[NH:7][CH2:8][C:9]1[CH:10]=[CH:11][C:12]([NH2:15])=[CH:13][CH:14]=1)([CH3:4])([CH3:2])[CH3:3]. The yield is 0.900. (6) The reactants are [Cl:1][C:2]1[CH:7]=[CH:6][C:5]([C@H:8]2[N:15]3[C:11]([S:12][C:13]([C:19]([N:21]4[CH2:41][C@H:40]([F:42])[CH2:39][C@H:22]4[C:23]([N:25]4[CH2:32][C:29]5([CH2:31][CH2:30]5)[N:28](C(=O)C(F)(F)F)[CH2:27][CH2:26]4)=[O:24])=[O:20])=[C:14]3[CH:16]([CH3:18])[CH3:17])=[N:10][C@:9]2([C:44]2[CH:45]=[N:46][C:47]([Cl:50])=[CH:48][CH:49]=2)[CH3:43])=[CH:4][C:3]=1[F:51].C(=O)([O-])[O-].[K+].[K+]. The catalyst is CO.C(OCC)(=O)C. The product is [Cl:1][C:2]1[CH:7]=[CH:6][C:5]([C@H:8]2[N:15]3[C:11]([S:12][C:13]([C:19]([N:21]4[CH2:41][C@H:40]([F:42])[CH2:39][C@H:22]4[C:23]([N:25]4[CH2:32][C:29]5([CH2:30][CH2:31]5)[NH:28][CH2:27][CH2:26]4)=[O:24])=[O:20])=[C:14]3[CH:16]([CH3:17])[CH3:18])=[N:10][C@:9]2([C:44]2[CH:45]=[N:46][C:47]([Cl:50])=[CH:48][CH:49]=2)[CH3:43])=[CH:4][C:3]=1[F:51]. The yield is 0.550. (7) The reactants are [CH3:1][C:2]1[CH:7]=[CH:6][C:5]([OH:8])=[C:4]([C:9]2[CH:14]=[CH:13][CH:12]=[CH:11][C:10]=2[CH:15]([CH3:17])[CH3:16])[CH:3]=1.[H-].[Na+].[Cl:20][Ti:21](Cl)([Cl:32])[C:22]1([CH3:31])[C:26]([CH3:27])=[C:25]([CH3:28])[C:24]([CH3:29])=[C:23]1[CH3:30]. The catalyst is C1(C)C=CC=CC=1. The product is [Cl:20][Ti:21]([Cl:32])([C:22]1([CH3:31])[C:23]([CH3:30])=[C:24]([CH3:29])[C:25]([CH3:28])=[C:26]1[CH3:27])[O:8][C:5]1[CH:6]=[CH:7][C:2]([CH3:1])=[CH:3][C:4]=1[C:9]1[CH:14]=[CH:13][CH:12]=[CH:11][C:10]=1[CH:15]([CH3:17])[CH3:16]. The yield is 0.670.